This data is from Reaction yield outcomes from USPTO patents with 853,638 reactions. The task is: Predict the reaction yield, written as a fraction of the theoretical maximum amount of product (1.0 means a 100% yield; for example, 0.34 means a 34% yield). (1) The reactants are [F:1][C:2]1[CH:3]=[CH:4][C:5]2[N:10]([CH2:11][CH2:12][CH2:13][NH:14][C:15]3[CH:20]=[CH:19][C:18]([CH2:21][C@H:22]([O:28][CH2:29][CH3:30])[C:23]([O:25]CC)=[O:24])=[CH:17][CH:16]=3)[CH2:9][CH2:8][O:7][C:6]=2[CH:31]=1.O.[OH-].[Li+]. No catalyst specified. The product is [F:1][C:2]1[CH:3]=[CH:4][C:5]2[N:10]([CH2:11][CH2:12][CH2:13][NH:14][C:15]3[CH:20]=[CH:19][C:18]([CH2:21][C@H:22]([O:28][CH2:29][CH3:30])[C:23]([OH:25])=[O:24])=[CH:17][CH:16]=3)[CH2:9][CH2:8][O:7][C:6]=2[CH:31]=1. The yield is 0.940. (2) The reactants are [CH3:1][C:2]1[CH:7]=[C:6]([CH3:8])[CH:5]=[CH:4][C:3]=1B(O)O.Br[C:13]1[CH:14]=[C:15]([CH:21]=[CH:22][CH:23]=1)[C:16]([O:18][CH2:19][CH3:20])=[O:17].C(=O)([O-])[O-].[Cs+].[Cs+].C(O)C. The catalyst is C1C=CC([P]([Pd]([P](C2C=CC=CC=2)(C2C=CC=CC=2)C2C=CC=CC=2)([P](C2C=CC=CC=2)(C2C=CC=CC=2)C2C=CC=CC=2)[P](C2C=CC=CC=2)(C2C=CC=CC=2)C2C=CC=CC=2)(C2C=CC=CC=2)C2C=CC=CC=2)=CC=1.C1(C)C=CC=CC=1. The product is [CH3:1][C:2]1[CH:7]=[C:6]([CH3:8])[CH:5]=[CH:4][C:3]=1[C:22]1[CH:23]=[CH:13][CH:14]=[C:15]([C:16]([O:18][CH2:19][CH3:20])=[O:17])[CH:21]=1. The yield is 1.00. (3) The reactants are [OH:1][CH:2]1[CH2:7][CH2:6][CH:5]([C:8]([O:10][CH2:11][CH3:12])=[O:9])[CH2:4][CH2:3]1.N1C=CN=C1.[Si:18](Cl)([C:21]([CH3:24])([CH3:23])[CH3:22])([CH3:20])[CH3:19].O. The catalyst is CN(C=O)C. The product is [Si:18]([O:1][CH:2]1[CH2:3][CH2:4][CH:5]([C:8]([O:10][CH2:11][CH3:12])=[O:9])[CH2:6][CH2:7]1)([C:21]([CH3:24])([CH3:23])[CH3:22])([CH3:20])[CH3:19]. The yield is 1.00. (4) The reactants are [F:1][C:2]1[CH:7]=[C:6]([O:8][C:9]2[C:10]3[N:17]([CH3:18])[CH:16]=[CH:15][C:11]=3[N:12]=[CH:13][N:14]=2)[CH:5]=[CH:4][C:3]=1[NH:19][C:20]([NH:22][C:23]1[CH:28]=[CH:27][CH:26]=[C:25]([C:29]([F:32])([F:31])[F:30])[CH:24]=1)=[O:21].[CH3:33][S:34]([OH:37])(=[O:36])=[O:35]. The catalyst is C(O)C. The product is [CH3:33][S:34]([OH:37])(=[O:36])=[O:35].[F:1][C:2]1[CH:7]=[C:6]([O:8][C:9]2[C:10]3[N:17]([CH3:18])[CH:16]=[CH:15][C:11]=3[N:12]=[CH:13][N:14]=2)[CH:5]=[CH:4][C:3]=1[NH:19][C:20]([NH:22][C:23]1[CH:28]=[CH:27][CH:26]=[C:25]([C:29]([F:31])([F:30])[F:32])[CH:24]=1)=[O:21]. The yield is 0.970. (5) The reactants are [CH2:1]([O:4][C:5]([CH3:16])([C:11]([F:15])([F:14])[CH:12]=[CH2:13])[C:6]([O:8][CH2:9][CH3:10])=[O:7])C=C. The catalyst is C(Cl)Cl.Cl[Ru](=C1N(C2C(C)=CC(C)=CC=2C)CCN1C1C(C)=CC(C)=CC=1C)(Cl)(=CC1C=CC=CC=1)[P](C1CCCCC1)(C1CCCCC1)C1CCCCC1. The product is [F:15][C:11]1([F:14])[CH:12]=[CH:13][CH2:1][O:4][C:5]1([CH3:16])[C:6]([O:8][CH2:9][CH3:10])=[O:7]. The yield is 0.950. (6) The reactants are [CH2:1]([C:4]1[CH:9]=[C:8]([C:10]2[S:11][C:12]3[CH2:18][CH2:17][CH2:16][CH2:15][C:13]=3[N:14]=2)[CH:7]=[CH:6][C:5]=1[OH:19])[CH2:2][CH3:3].Br[CH2:21][CH2:22][CH2:23][O:24][C:25]1[CH:26]=[C:27]2[C:31](=[CH:32][CH:33]=1)[N:30]([CH2:34][C:35]([O:37][CH3:38])=[O:36])[CH:29]=[CH:28]2.C([O-])([O-])=O.[Cs+].[Cs+]. The catalyst is CN(C=O)C.CCOC(C)=O. The product is [CH2:1]([C:4]1[CH:9]=[C:8]([C:10]2[S:11][C:12]3[CH2:18][CH2:17][CH2:16][CH2:15][C:13]=3[N:14]=2)[CH:7]=[CH:6][C:5]=1[O:19][CH2:21][CH2:22][CH2:23][O:24][C:25]1[CH:26]=[C:27]2[C:31](=[CH:32][CH:33]=1)[N:30]([CH2:34][C:35]([O:37][CH3:38])=[O:36])[CH:29]=[CH:28]2)[CH2:2][CH3:3]. The yield is 0.640. (7) The yield is 0.800. The catalyst is C(Cl)Cl.O.CO. The product is [C:54]([O:53][C:51]([N:8]1[CH2:9][CH2:10][C:4]2[C:3]([NH:19][CH2:20][C:21]3[CH:22]=[CH:23][C:24]([C:27]([OH:29])=[O:28])=[CH:25][CH:26]=3)=[C:2]([Cl:1])[CH:18]=[CH:17][C:5]=2[CH2:6][CH2:7]1)=[O:52])([CH3:55])([CH3:56])[CH3:57]. The reactants are [Cl:1][C:2]1[CH:18]=[CH:17][C:5]2[CH2:6][CH2:7][N:8](C(=O)C(F)(F)F)[CH2:9][CH2:10][C:4]=2[C:3]=1[NH:19][CH2:20][C:21]1[CH:26]=[CH:25][C:24]([C:27]([O:29]C)=[O:28])=[CH:23][CH:22]=1.C(=O)([O-])[O-].[K+].[K+].C([O-])([O-])=O.[Na+].[Na+].[C:54]([O:53][C:51](O[C:51]([O:53][C:54]([CH3:57])([CH3:56])[CH3:55])=[O:52])=[O:52])([CH3:57])([CH3:56])[CH3:55]. (8) The reactants are [CH:1]1([O:9][C:10]([NH:12][C:13]2[CH:18]=[CH:17][C:16]([CH:19]([OH:25])[C:20]([O:22][CH2:23][CH3:24])=[O:21])=[CH:15][CH:14]=2)=[O:11])[CH2:8][CH2:7][CH2:6][CH2:5][CH2:4][CH:3]=[CH:2]1.C(N(C(C)C)CC)(C)C.[CH2:35]1[C:40](=[O:41])[N:39]([O:42][C:43](ON2C(=O)CCC2=O)=[O:44])[C:37](=[O:38])[CH2:36]1. The catalyst is C(#N)C. The product is [CH:1]1([O:9][C:10]([NH:12][C:13]2[CH:18]=[CH:17][C:16]([CH:19]([O:25][C:43]([O:42][N:39]3[C:40](=[O:41])[CH2:35][CH2:36][C:37]3=[O:38])=[O:44])[C:20]([O:22][CH2:23][CH3:24])=[O:21])=[CH:15][CH:14]=2)=[O:11])[CH2:8][CH2:7][CH2:6][CH2:5][CH2:4][CH:3]=[CH:2]1. The yield is 0.530.